Dataset: NCI-60 drug combinations with 297,098 pairs across 59 cell lines. Task: Regression. Given two drug SMILES strings and cell line genomic features, predict the synergy score measuring deviation from expected non-interaction effect. (1) Drug 2: C1=CC=C(C=C1)NC(=O)CCCCCCC(=O)NO. Synergy scores: CSS=41.4, Synergy_ZIP=2.87, Synergy_Bliss=4.07, Synergy_Loewe=-18.6, Synergy_HSA=5.34. Cell line: DU-145. Drug 1: CCC1=C2CN3C(=CC4=C(C3=O)COC(=O)C4(CC)O)C2=NC5=C1C=C(C=C5)O. (2) Drug 1: C1=CC(=CC=C1C#N)C(C2=CC=C(C=C2)C#N)N3C=NC=N3. Drug 2: C1=NC2=C(N1)C(=S)N=CN2. Cell line: T-47D. Synergy scores: CSS=18.5, Synergy_ZIP=-5.64, Synergy_Bliss=1.25, Synergy_Loewe=-2.50, Synergy_HSA=-0.000000289. (3) Drug 1: CC(C1=C(C=CC(=C1Cl)F)Cl)OC2=C(N=CC(=C2)C3=CN(N=C3)C4CCNCC4)N. Drug 2: CN(C(=O)NC(C=O)C(C(C(CO)O)O)O)N=O. Cell line: HOP-62. Synergy scores: CSS=-5.78, Synergy_ZIP=-0.121, Synergy_Bliss=-3.73, Synergy_Loewe=-4.62, Synergy_HSA=-5.14. (4) Drug 1: CC1=C(C=C(C=C1)NC(=O)C2=CC=C(C=C2)CN3CCN(CC3)C)NC4=NC=CC(=N4)C5=CN=CC=C5. Drug 2: C(=O)(N)NO. Cell line: HOP-62. Synergy scores: CSS=8.03, Synergy_ZIP=-0.455, Synergy_Bliss=-6.51, Synergy_Loewe=-6.91, Synergy_HSA=-13.6.